This data is from NCI-60 drug combinations with 297,098 pairs across 59 cell lines. The task is: Regression. Given two drug SMILES strings and cell line genomic features, predict the synergy score measuring deviation from expected non-interaction effect. (1) Drug 1: C1=CC(=C(C=C1I)F)NC2=C(C=CC(=C2F)F)C(=O)NOCC(CO)O. Drug 2: CC1CC(C(C(C=C(C(C(C=CC=C(C(=O)NC2=CC(=O)C(=C(C1)C2=O)OC)C)OC)OC(=O)N)C)C)O)OC. Cell line: HCT116. Synergy scores: CSS=70.0, Synergy_ZIP=1.85, Synergy_Bliss=0.914, Synergy_Loewe=1.63, Synergy_HSA=5.04. (2) Drug 1: C1=NC2=C(N=C(N=C2N1C3C(C(C(O3)CO)O)F)Cl)N. Drug 2: CN(C(=O)NC(C=O)C(C(C(CO)O)O)O)N=O. Cell line: SF-539. Synergy scores: CSS=5.47, Synergy_ZIP=-2.06, Synergy_Bliss=2.91, Synergy_Loewe=3.18, Synergy_HSA=3.46. (3) Drug 1: C1CC(=O)NC(=O)C1N2CC3=C(C2=O)C=CC=C3N. Synergy scores: CSS=3.49, Synergy_ZIP=-3.06, Synergy_Bliss=-1.67, Synergy_Loewe=-1.57, Synergy_HSA=-1.57. Cell line: SN12C. Drug 2: C1=CN(C=N1)CC(O)(P(=O)(O)O)P(=O)(O)O. (4) Drug 1: CC1C(C(=O)NC(C(=O)N2CCCC2C(=O)N(CC(=O)N(C(C(=O)O1)C(C)C)C)C)C(C)C)NC(=O)C3=C4C(=C(C=C3)C)OC5=C(C(=O)C(=C(C5=N4)C(=O)NC6C(OC(=O)C(N(C(=O)CN(C(=O)C7CCCN7C(=O)C(NC6=O)C(C)C)C)C)C(C)C)C)N)C. Drug 2: C(CN)CNCCSP(=O)(O)O. Cell line: OVCAR-8. Synergy scores: CSS=30.5, Synergy_ZIP=-5.09, Synergy_Bliss=1.38, Synergy_Loewe=-81.1, Synergy_HSA=-0.0313. (5) Drug 1: CC1=CC2C(CCC3(C2CCC3(C(=O)C)OC(=O)C)C)C4(C1=CC(=O)CC4)C. Drug 2: C1=NC2=C(N1)C(=S)N=CN2. Cell line: SK-OV-3. Synergy scores: CSS=0.930, Synergy_ZIP=-10.9, Synergy_Bliss=-21.0, Synergy_Loewe=-25.3, Synergy_HSA=-20.8. (6) Drug 1: C1=CN(C(=O)N=C1N)C2C(C(C(O2)CO)O)O.Cl. Drug 2: N.N.Cl[Pt+2]Cl. Cell line: OVCAR-8. Synergy scores: CSS=51.6, Synergy_ZIP=-7.50, Synergy_Bliss=-5.35, Synergy_Loewe=-14.5, Synergy_HSA=0.639.